The task is: Predict the reactants needed to synthesize the given product.. This data is from Full USPTO retrosynthesis dataset with 1.9M reactions from patents (1976-2016). (1) Given the product [N:20]1([CH2:19][CH2:18][O:1][C:2]2[CH:3]=[C:4]([CH:7]=[CH:8][CH:9]=2)[CH:5]=[O:6])[CH2:24][CH2:23][CH2:22][CH2:21]1, predict the reactants needed to synthesize it. The reactants are: [OH:1][C:2]1[CH:3]=[C:4]([CH:7]=[CH:8][CH:9]=1)[CH:5]=[O:6].C([O-])([O-])=O.[Cs+].[Cs+].Cl.Cl[CH2:18][CH2:19][N:20]1[CH2:24][CH2:23][CH2:22][CH2:21]1. (2) The reactants are: [CH3:1][N:2]([CH3:27])[CH2:3][CH2:4][NH:5][C:6]([C:8]1[C:21]2[C:12](=[N:13][C:14]3[C:19]([N:20]=2)=[C:18]2[CH:22]=[CH:23][CH:24]=[C:25]([OH:26])[C:17]2=[CH:16][CH:15]=3)[CH:11]=[CH:10][CH:9]=1)=[O:7].C(N(CC)CC)C.[C:35](Cl)(=[O:37])[CH3:36]. Given the product [CH3:1][N:2]([CH3:27])[CH2:3][CH2:4][NH:5][C:6]([C:8]1[C:21]2[C:12](=[N:13][C:14]3[C:19]([N:20]=2)=[C:18]2[CH:22]=[CH:23][CH:24]=[C:25]([O:26][C:35](=[O:37])[CH3:36])[C:17]2=[CH:16][CH:15]=3)[CH:11]=[CH:10][CH:9]=1)=[O:7], predict the reactants needed to synthesize it. (3) Given the product [CH3:44][N:45]([C:14]([C@@H:16]1[CH2:20][C@@H:19]([SH:21])[CH2:18][N:17]1[S:31]([C:34]1[CH:43]=[CH:42][C:41]2[C:36](=[CH:37][CH:38]=[CH:39][CH:40]=2)[CH:35]=1)(=[O:33])=[O:32])=[O:15])[N:46]([CH2:57][C:58]1[CH:63]=[CH:62][CH:61]=[CH:60][CH:59]=1)[S:47]([C:50]1[CH:55]=[CH:54][C:53]([CH3:56])=[CH:52][CH:51]=1)(=[O:49])=[O:48], predict the reactants needed to synthesize it. The reactants are: CN([C:14]([C@@H:16]1[CH2:20][C@@H:19]([S:21]CC2C=CC(OC)=CC=2)[CH2:18][N:17]1[S:31]([C:34]1[CH:43]=[CH:42][C:41]2[C:36](=[CH:37][CH:38]=[CH:39][CH:40]=2)[CH:35]=1)(=[O:33])=[O:32])=[O:15])NS(C1C=CC(C)=CC=1)(=O)=O.[CH3:44][NH:45][N:46]([CH2:57][C:58]1[CH:63]=[CH:62][CH:61]=[CH:60][CH:59]=1)[S:47]([C:50]1[CH:55]=[CH:54][C:53]([CH3:56])=[CH:52][CH:51]=1)(=[O:49])=[O:48].COC1C=CC(CS[C@H]2CN(S(C3C=CC4C(=CC=CC=4)C=3)(=O)=O)[C@H](C(O)=O)C2)=CC=1.C(Br)C1C=CC=CC=1.